Dataset: Full USPTO retrosynthesis dataset with 1.9M reactions from patents (1976-2016). Task: Predict the reactants needed to synthesize the given product. The reactants are: [F:1][C:2]1[CH:7]=[CH:6][C:5]([C:8]2[O:9][C:10](=[O:18])[C:11]3[N:16]([CH3:17])[CH:15]=[N:14][C:12]=3[N:13]=2)=[CH:4][CH:3]=1.[NH2:19][NH2:20]. Given the product [F:1][C:2]1[CH:7]=[CH:6][C:5]([C:8]([NH:13][C:12]2[N:14]=[CH:15][N:16]([CH3:17])[C:11]=2[C:10]([NH:19][NH2:20])=[O:18])=[O:9])=[CH:4][CH:3]=1, predict the reactants needed to synthesize it.